From a dataset of Reaction yield outcomes from USPTO patents with 853,638 reactions. Predict the reaction yield, written as a fraction of the theoretical maximum amount of product (1.0 means a 100% yield; for example, 0.34 means a 34% yield). (1) The reactants are F[C:2]1[C:3]([N+:15]([O-:17])=[O:16])=[C:4]([C:9]2[N:14]=[CH:13][CH:12]=[CH:11][N:10]=2)[CH:5]=[C:6]([F:8])[CH:7]=1.C([NH2:22])(C)(C)C.O. The catalyst is O1CCOCC1. The product is [F:8][C:6]1[CH:5]=[C:4]([C:9]2[N:14]=[CH:13][CH:12]=[CH:11][N:10]=2)[C:3]([N+:15]([O-:17])=[O:16])=[C:2]([NH2:22])[CH:7]=1. The yield is 0.900. (2) The reactants are C([N:8]1[CH2:13][CH2:12][C:11]2([C:17]3[CH:18]=[C:19]([F:22])[CH:20]=[CH:21][C:16]=3[CH2:15][O:14]2)[CH2:10][CH2:9]1)C1C=CC=CC=1. The catalyst is C(O)C.[Pd]. The product is [F:22][C:19]1[CH:20]=[CH:21][C:16]2[CH2:15][O:14][C:11]3([CH2:10][CH2:9][NH:8][CH2:13][CH2:12]3)[C:17]=2[CH:18]=1. The yield is 0.960. (3) The reactants are [CH2:1]([O:8][C:9]1[CH:33]=[CH:32][C:12]([C:13]([NH:15][C:16]2[CH:21]=[C:20](B3OC(C)(C)C(C)(C)O3)[CH:19]=[CH:18][C:17]=2[CH3:31])=[O:14])=[CH:11][CH:10]=1)[C:2]1[CH:7]=[CH:6][CH:5]=[CH:4][CH:3]=1.Br[C:35]1[N:36]([CH3:40])[CH:37]=[CH:38][N:39]=1.C([O-])([O-])=O.[Cs+].[Cs+]. The catalyst is O1CCOCC1.O.C1C=CC([P]([Pd]([P](C2C=CC=CC=2)(C2C=CC=CC=2)C2C=CC=CC=2)([P](C2C=CC=CC=2)(C2C=CC=CC=2)C2C=CC=CC=2)[P](C2C=CC=CC=2)(C2C=CC=CC=2)C2C=CC=CC=2)(C2C=CC=CC=2)C2C=CC=CC=2)=CC=1. The product is [CH2:1]([O:8][C:9]1[CH:33]=[CH:32][C:12]([C:13]([NH:15][C:16]2[CH:21]=[C:20]([C:35]3[N:36]([CH3:40])[CH:37]=[CH:38][N:39]=3)[CH:19]=[CH:18][C:17]=2[CH3:31])=[O:14])=[CH:11][CH:10]=1)[C:2]1[CH:3]=[CH:4][CH:5]=[CH:6][CH:7]=1. The yield is 0.880. (4) The reactants are [NH2:1][CH2:2][CH2:3][NH:4][C@@H:5]([C@@H:13]([CH3:16])[CH2:14][CH3:15])[C:6]([O:8]C(C)(C)C)=[O:7].[N:17]1[C:26]2[C:21](=[CH:22][CH:23]=[CH:24][CH:25]=2)[C:20]([CH:27]=O)=[CH:19][CH:18]=1.[BH4-].[Na+].[C:31](=O)(OC1C=CC([N+]([O-])=O)=CC=1)[O:32]C1C=CC([N+]([O-])=O)=CC=1.[F:53][C:54]([F:59])([F:58])[C:55]([OH:57])=[O:56]. The catalyst is C1C=CC=CC=1.C(O)C.ClCCCl.ClCCl. The product is [F:53][C:54]([F:59])([F:58])[C:55]([OH:57])=[O:56].[CH3:16][C@@H:13]([CH2:14][CH3:15])[C@H:5]([N:4]1[CH2:3][CH2:2][N:1]([CH2:27][C:20]2[C:21]3[C:26](=[CH:25][CH:24]=[CH:23][CH:22]=3)[N:17]=[CH:18][CH:19]=2)[C:31]1=[O:32])[C:6]([OH:8])=[O:7]. The yield is 0.480. (5) The reactants are [N:1]1([CH2:6][CH2:7][CH2:8][O:9][C:10]2[CH:15]=[CH:14][C:13]([C:16]3([C:22]#[N:23])[CH2:21][CH2:20][O:19][CH2:18][CH2:17]3)=[CH:12][CH:11]=2)[CH2:5][CH2:4][CH2:3][CH2:2]1.Cl[CH2:25]CCN1CCCC1C.C([O-])([O-])=O.[K+].[K+]. The catalyst is CN(C=O)C. The product is [CH3:25][CH:2]1[CH2:3][CH2:4][CH2:5][N:1]1[CH2:6][CH2:7][CH2:8][O:9][C:10]1[CH:15]=[CH:14][C:13]([C:16]2([C:22]#[N:23])[CH2:17][CH2:18][O:19][CH2:20][CH2:21]2)=[CH:12][CH:11]=1. The yield is 0.880.